From a dataset of Full USPTO retrosynthesis dataset with 1.9M reactions from patents (1976-2016). Predict the reactants needed to synthesize the given product. Given the product [CH3:1][C:2]1[N:3]=[CH:4][O:5][C:6]=1[C:7]([C:9]1[CH:14]=[CH:13][CH:12]=[CH:11][C:10]=1[CH:15]([CH3:22])[C:16]#[CH:17])=[O:8], predict the reactants needed to synthesize it. The reactants are: [CH3:1][C:2]1[N:3]=[CH:4][O:5][C:6]=1[C:7]([C:9]1[CH:14]=[CH:13][CH:12]=[CH:11][C:10]=1[CH:15]([CH3:22])[C:16]#[C:17][Si](C)(C)C)=[O:8].C([O-])([O-])=O.[K+].[K+].CCCCCC.